Dataset: Peptide-MHC class I binding affinity with 185,985 pairs from IEDB/IMGT. Task: Regression. Given a peptide amino acid sequence and an MHC pseudo amino acid sequence, predict their binding affinity value. This is MHC class I binding data. (1) The peptide sequence is SSFNNGTLIFK. The MHC is H-2-Db with pseudo-sequence H-2-Db. The binding affinity (normalized) is 0.0356. (2) The peptide sequence is EMIKKSEI. The MHC is Mamu-A11 with pseudo-sequence Mamu-A11. The binding affinity (normalized) is 0.178. (3) The peptide sequence is LLGLWGLATA. The MHC is HLA-A02:01 with pseudo-sequence HLA-A02:01. The binding affinity (normalized) is 0.705. (4) The peptide sequence is KMTPWSAYW. The MHC is HLA-B27:05 with pseudo-sequence HLA-B27:05. The binding affinity (normalized) is 0.0847. (5) The peptide sequence is GNSNYKAV. The MHC is H-2-Kb with pseudo-sequence H-2-Kb. The binding affinity (normalized) is 0.0735. (6) The peptide sequence is NVGRILGYV. The MHC is HLA-A02:12 with pseudo-sequence HLA-A02:12. The binding affinity (normalized) is 0.566. (7) The peptide sequence is SMFEPEREKV. The MHC is HLA-A02:03 with pseudo-sequence HLA-A02:03. The binding affinity (normalized) is 0.543.